Predict the reaction yield, written as a fraction of the theoretical maximum amount of product (1.0 means a 100% yield; for example, 0.34 means a 34% yield). From a dataset of Reaction yield outcomes from USPTO patents with 853,638 reactions. (1) The reactants are [CH3:1][O:2][C:3]1[CH:8]=[CH:7][C:6]([C:9]2C(=O)[C:12](=[O:15])[C:11]3([CH2:20][CH2:19][CH2:18][CH2:17][CH2:16]3)[N:10]=2)=[CH:5][CH:4]=1.[NH2:21][C@H:22]([CH2:26][OH:27])[CH:23]([CH3:25])[CH3:24].C(OCC)(=[O:30])C. No catalyst specified. The product is [CH3:1][O:2][C:3]1[CH:4]=[CH:5][C:6]([C:9]([NH:10][C:11]2([C:12]([NH:21][C@H:22]([CH2:26][OH:27])[CH:23]([CH3:25])[CH3:24])=[O:15])[CH2:16][CH2:17][CH2:18][CH2:19][CH2:20]2)=[O:30])=[CH:7][CH:8]=1. The yield is 0.667. (2) The reactants are [CH:1]1([C:4]([N:6]2[CH2:11][CH2:10][N:9]([C:12]([C:14]3[CH:15]=[C:16]([CH:20]4[C:25]5=[N:26][NH:27][C:28](=[O:33])[C:29]6[CH:30]=[CH:31][CH:32]=[C:23]([C:24]=65)[NH:22][CH:21]4[C:34]4[CH:41]=[CH:40][C:37]([CH:38]=[O:39])=[CH:36][CH:35]=4)[CH:17]=[CH:18][CH:19]=3)=[O:13])[CH2:8][CH2:7]2)=[O:5])[CH2:3][CH2:2]1.[CH3:42][NH:43][CH3:44].[BH4-].[Na+]. The catalyst is CO. The product is [CH3:42][N:43]([CH2:38][C:37]1[CH:40]=[CH:41][C:34]([CH:21]2[NH:22][C:23]3[C:24]4[C:25](=[N:26][NH:27][C:28](=[O:33])[C:29]=4[CH:30]=[CH:31][CH:32]=3)[CH2:20]2)=[CH:35][CH:36]=1)[CH3:44].[CH:1]1([C:4]([N:6]2[CH2:11][CH2:10][N:9]([C:12]([C:14]3[CH:15]=[C:16]([CH:20]4[C:25]5=[N:26][NH:27][C:28](=[O:33])[C:29]6[CH:30]=[CH:31][CH:32]=[C:23]([C:24]=65)[NH:22][CH:21]4[C:34]4[CH:35]=[CH:36][C:37]([CH2:38][OH:39])=[CH:40][CH:41]=4)[CH:17]=[CH:18][CH:19]=3)=[O:13])[CH2:8][CH2:7]2)=[O:5])[CH2:3][CH2:2]1. The yield is 0.190.